From a dataset of Forward reaction prediction with 1.9M reactions from USPTO patents (1976-2016). Predict the product of the given reaction. Given the reactants [F:1][C:2]([F:25])([F:24])[O:3][C:4]1[CH:9]=[CH:8][C:7]([N:10]2[CH:14]=[N:13][C:12]([C:15]3[CH:20]=[CH:19][C:18]([CH:21]([OH:23])[CH3:22])=[CH:17][CH:16]=3)=[N:11]2)=[CH:6][CH:5]=1.C(N(CC)CC)C.S(=O)(=O)=O.N1C=CC=CC=1, predict the reaction product. The product is: [F:25][C:2]([F:1])([F:24])[O:3][C:4]1[CH:5]=[CH:6][C:7]([N:10]2[CH:14]=[N:13][C:12]([C:15]3[CH:20]=[CH:19][C:18]([C:21](=[O:23])[CH3:22])=[CH:17][CH:16]=3)=[N:11]2)=[CH:8][CH:9]=1.